The task is: Binary Classification. Given a T-cell receptor sequence (or CDR3 region) and an epitope sequence, predict whether binding occurs between them.. This data is from TCR-epitope binding with 47,182 pairs between 192 epitopes and 23,139 TCRs. (1) The epitope is FLLNKEMYL. The TCR CDR3 sequence is CASQGRLEPEAFF. Result: 0 (the TCR does not bind to the epitope). (2) The epitope is HPKVSSEVHI. The TCR CDR3 sequence is CAHAATGELFF. Result: 0 (the TCR does not bind to the epitope). (3) Result: 0 (the TCR does not bind to the epitope). The epitope is RLRPGGKKR. The TCR CDR3 sequence is CASSPGTGSYEQYF.